Predict the reactants needed to synthesize the given product. From a dataset of Full USPTO retrosynthesis dataset with 1.9M reactions from patents (1976-2016). Given the product [CH3:37][N:38]([CH:39]1[C:48]2[C:43](=[CH:44][C:45]([CH2:49][N:50]3[CH2:55][CH2:54][CH2:53][CH2:52][CH2:51]3)=[CH:46][CH:47]=2)[O:42][CH2:41][CH2:40]1)[C:9](=[O:11])[CH2:8][CH:7]([C:1]1[CH:2]=[CH:3][CH:4]=[CH:5][CH:6]=1)[NH:12][S:13]([C:16]1[CH:21]=[CH:20][CH:19]=[C:18]([C:22]([F:24])([F:23])[F:25])[CH:17]=1)(=[O:14])=[O:15], predict the reactants needed to synthesize it. The reactants are: [C:1]1([CH:7]([NH:12][S:13]([C:16]2[CH:21]=[CH:20][CH:19]=[C:18]([C:22]([F:25])([F:24])[F:23])[CH:17]=2)(=[O:15])=[O:14])[CH2:8][C:9]([OH:11])=O)[CH:6]=[CH:5][CH:4]=[CH:3][CH:2]=1.CN(C=O)C.C(Cl)(=O)C(Cl)=O.[CH3:37][NH:38][CH:39]1[C:48]2[C:43](=[CH:44][C:45]([CH2:49][N:50]3[CH2:55][CH2:54][CH2:53][CH2:52][CH2:51]3)=[CH:46][CH:47]=2)[O:42][CH2:41][CH2:40]1.